Dataset: Forward reaction prediction with 1.9M reactions from USPTO patents (1976-2016). Task: Predict the product of the given reaction. (1) Given the reactants Cl[CH2:2][O:3][C:4]([O:6][CH:7]([CH2:24][O:25][C:26](=[O:39])[C@H:27]([CH:36]([CH3:38])[CH3:37])[NH:28][C:29]([O:31][C:32]([CH3:35])([CH3:34])[CH3:33])=[O:30])[CH2:8][O:9][C:10](=[O:23])[C@H:11]([CH:20]([CH3:22])[CH3:21])[NH:12][C:13]([O:15][C:16]([CH3:19])([CH3:18])[CH3:17])=[O:14])=[O:5].[Na+].[I-:41], predict the reaction product. The product is: [I:41][CH2:2][O:3][C:4]([O:6][CH:7]([CH2:24][O:25][C:26](=[O:39])[C@H:27]([CH:36]([CH3:38])[CH3:37])[NH:28][C:29]([O:31][C:32]([CH3:35])([CH3:34])[CH3:33])=[O:30])[CH2:8][O:9][C:10](=[O:23])[C@H:11]([CH:20]([CH3:22])[CH3:21])[NH:12][C:13]([O:15][C:16]([CH3:19])([CH3:18])[CH3:17])=[O:14])=[O:5]. (2) Given the reactants O[C:2]1[N:7]2[N:8]=[CH:9][CH:10]=[C:6]2[N:5]=[C:4]([CH2:11][CH:12]2[CH2:17][CH2:16][CH:15]([C:18]([O:20][CH2:21][CH3:22])=[O:19])[CH2:14][CH2:13]2)[CH:3]=1.CN(C)C1C=CC=CC=1.O=P(Cl)(Cl)[Cl:34], predict the reaction product. The product is: [Cl:34][C:2]1[N:7]2[N:8]=[CH:9][CH:10]=[C:6]2[N:5]=[C:4]([CH2:11][CH:12]2[CH2:17][CH2:16][CH:15]([C:18]([O:20][CH2:21][CH3:22])=[O:19])[CH2:14][CH2:13]2)[CH:3]=1. (3) Given the reactants F[C:2]1[CH:9]=[CH:8][C:5]([CH:6]=[O:7])=[CH:4][CH:3]=1.[NH:10]1[CH2:14][CH2:13][CH2:12][CH2:11]1.C([O-])([O-])=O.[K+].[K+].CN(C=O)C, predict the reaction product. The product is: [N:10]1([C:2]2[CH:9]=[CH:8][C:5]([CH:6]=[O:7])=[CH:4][CH:3]=2)[CH2:14][CH2:13][CH2:12][CH2:11]1. (4) Given the reactants [CH2:1]([O:8][C@H:9]1[CH2:13][CH2:12][CH2:11][C@@H:10]1[NH2:14])[C:2]1[CH:7]=[CH:6][CH:5]=[CH:4][CH:3]=1.CCN(CC)CC.[CH3:22][C:23]([O:26][C:27](O[C:27]([O:26][C:23]([CH3:25])([CH3:24])[CH3:22])=[O:28])=[O:28])([CH3:25])[CH3:24], predict the reaction product. The product is: [C:23]([O:26][C:27](=[O:28])[NH:14][C@H:10]1[CH2:11][CH2:12][CH2:13][C@@H:9]1[O:8][CH2:1][C:2]1[CH:7]=[CH:6][CH:5]=[CH:4][CH:3]=1)([CH3:25])([CH3:24])[CH3:22]. (5) Given the reactants [Cl:1][C:2]1[CH:3]=[C:4]([CH:25]=[CH:26][C:27]=1[Cl:28])[O:5][C:6]1[CH:11]=[CH:10][CH:9]=[CH:8][C:7]=1[NH:12][S:13]([C:16]1[CH:24]=[CH:23][C:19]([C:20](O)=[O:21])=[CH:18][CH:17]=1)(=[O:15])=[O:14].[N:29]1[CH:34]=[CH:33][CH:32]=[CH:31][C:30]=1[CH2:35][N:36]1[CH2:41][CH2:40][NH:39][CH2:38][CH2:37]1, predict the reaction product. The product is: [Cl:1][C:2]1[CH:3]=[C:4]([CH:25]=[CH:26][C:27]=1[Cl:28])[O:5][C:6]1[CH:11]=[CH:10][CH:9]=[CH:8][C:7]=1[NH:12][S:13]([C:16]1[CH:24]=[CH:23][C:19]([C:20]([N:39]2[CH2:40][CH2:41][N:36]([CH2:35][C:30]3[CH:31]=[CH:32][CH:33]=[CH:34][N:29]=3)[CH2:37][CH2:38]2)=[O:21])=[CH:18][CH:17]=1)(=[O:14])=[O:15]. (6) Given the reactants Br[C:2]1[CH:21]=[CH:20][C:5]([C:6]([NH:8][CH2:9][CH:10]2[O:15][C:14]3[CH:16]=[CH:17][CH:18]=[CH:19][C:13]=3[O:12][CH2:11]2)=[O:7])=[CH:4][C:3]=1[N+:22]([O-:24])=[O:23].[NH2:25][C:26]1[CH:40]=[C:39](C(NCC2OC3C=CC=CC=3OC2)=O)[CH:38]=[CH:37][C:27]=1[C:28](NCCCOCC)=[O:29].C([O-])([O-])=[O:56].[K+].[K+], predict the reaction product. The product is: [O:15]1[C:14]2[CH:16]=[CH:17][CH:18]=[CH:19][C:13]=2[O:12][CH2:11][CH:10]1[CH2:9][NH:8][C:6]([C:5]1[CH:20]=[CH:21][C:2]([NH:25][C:26]2[CH:40]=[CH:39][CH:38]=[CH:37][C:27]=2[C:28]([OH:29])=[O:56])=[C:3]([N+:22]([O-:24])=[O:23])[CH:4]=1)=[O:7].